The task is: Predict the reaction yield, written as a fraction of the theoretical maximum amount of product (1.0 means a 100% yield; for example, 0.34 means a 34% yield).. This data is from Reaction yield outcomes from USPTO patents with 853,638 reactions. (1) The reactants are Br[C:2]1[CH:11]=[CH:10][C:9]2[C:4](=[CH:5][CH:6]=[C:7]([C:12]3[CH:17]=[CH:16][CH:15]=[CH:14][CH:13]=3)[CH:8]=2)[CH:3]=1.CCCCCC.C([Li])CCC.C([O:32][B:33](OC(C)C)[O:34]C(C)C)(C)C.Cl. The yield is 0.550. The product is [C:12]1([C:7]2[CH:8]=[C:9]3[C:4](=[CH:5][CH:6]=2)[CH:3]=[C:2]([B:33]([OH:34])[OH:32])[CH:11]=[CH:10]3)[CH:17]=[CH:16][CH:15]=[CH:14][CH:13]=1. The catalyst is C1(C)C=CC=CC=1.C(OCC)C.C1COCC1. (2) The reactants are [CH3:1][CH:2]1[C@@H:6]2[CH2:7][CH2:8][C@@H:9]([C:11]([OH:13])=O)[CH2:10][N:5]2[C:4](=[O:14])[O:3]1.C(Cl)(=O)C(Cl)=O.[Cl:21][C:22]1[C:23]([CH2:28][NH2:29])=[N:24][CH:25]=[CH:26][N:27]=1. The yield is 0.553. The catalyst is C(Cl)Cl.CN(C=O)C.O. The product is [Cl:21][C:22]1[C:23]([CH2:28][NH:29][C:11]([C@H:9]2[CH2:10][N:5]3[C:4](=[O:14])[O:3][CH:2]([CH3:1])[C@@H:6]3[CH2:7][CH2:8]2)=[O:13])=[N:24][CH:25]=[CH:26][N:27]=1. (3) The reactants are [C:1]([CH2:3][C:4]1[C:9]([C:10](O)=[O:11])=[CH:8][C:7]([C:13]([NH2:15])=[O:14])=[C:6]([O:16][CH3:17])[CH:5]=1)#[N:2].[NH2:18][C:19]1[CH:23]=[C:22]([CH3:24])[NH:21][N:20]=1. The catalyst is C(O)(=O)C. The product is [OH:11][C:10]1[C:9]2[C:4](=[CH:5][C:6]([O:16][CH3:17])=[C:7]([C:13]([NH2:15])=[O:14])[CH:8]=2)[CH:3]=[C:1]([NH:18][C:19]2[CH:23]=[C:22]([CH3:24])[NH:21][N:20]=2)[N:2]=1. The yield is 0.860. (4) The reactants are [C:1]([C:3]1[C:4]([C:20]([F:23])([F:22])[F:21])=[C:5]2[C:9](=[CH:10][CH:11]=1)[N:8]([CH2:12][C:13](=[NH:16])[NH:14][OH:15])[C:7]([CH2:17][CH2:18][CH3:19])=[CH:6]2)#[N:2].[Cl:24][C:25]1[CH:33]=[CH:32][C:31]([Cl:34])=[CH:30][C:26]=1[C:27](Cl)=O.C(N(CC)CC)C. The catalyst is C(#N)C. The product is [Cl:24][C:25]1[CH:33]=[CH:32][C:31]([Cl:34])=[CH:30][C:26]=1[C:27]1[O:15][N:14]=[C:13]([CH2:12][N:8]2[C:9]3[C:5](=[C:4]([C:20]([F:22])([F:23])[F:21])[C:3]([C:1]#[N:2])=[CH:11][CH:10]=3)[CH:6]=[C:7]2[CH2:17][CH2:18][CH3:19])[N:16]=1. The yield is 0.420. (5) The reactants are [CH3:1][C:2](=[N:6][OH:7])[C:3](=[O:5])[CH3:4].[Br:8][C:9]1[CH:16]=[CH:15][C:12]([CH:13]=O)=[CH:11][CH:10]=1. The catalyst is C(O)(=O)C. The product is [CH3:1][C:2]1[N+:6]([O-:7])=[C:13]([C:12]2[CH:15]=[CH:16][C:9]([Br:8])=[CH:10][CH:11]=2)[O:5][C:3]=1[CH3:4]. The yield is 0.740. (6) The reactants are C(O[C:5]1[CH:15]=[CH:14][CH:13]=[CH:12]C=1OCCCN)(C)C.[CH:16]([O:19][C:20]1[CH:40]=[CH:39][CH:38]=[CH:37][C:21]=1[O:22][CH2:23][CH2:24][CH2:25][N:26]1[C:34](=O)[C:33]2[C:28](=[CH:29][CH:30]=[CH:31][CH:32]=2)C1=O)([CH3:18])[CH3:17].[NH2:41]N.C[CH2:44][OH:45]. No catalyst specified. The product is [CH:16]([O:19][C:20]1[CH:40]=[CH:39][CH:38]=[CH:37][C:21]=1[O:22][CH2:23][CH2:24][CH2:25][NH:26][CH2:34][C:33]1[CH:32]=[C:31]([C:44]([N:41]2[CH2:12][CH2:13][CH2:14][CH2:15][CH2:5]2)=[O:45])[CH:30]=[CH:29][CH:28]=1)([CH3:17])[CH3:18]. The yield is 0.450. (7) The reactants are C(OC([NH:8][C:9]1[CH:10]=[N:11][CH:12]=[CH:13][C:14]=1[C:15]([NH:17][C:18]1[CH:23]=[CH:22][C:21]([Cl:24])=[CH:20][CH:19]=1)=[O:16])=O)(C)(C)C.FC(F)(F)C(O)=O. No catalyst specified. The product is [NH2:8][C:9]1[CH:10]=[N:11][CH:12]=[CH:13][C:14]=1[C:15]([NH:17][C:18]1[CH:23]=[CH:22][C:21]([Cl:24])=[CH:20][CH:19]=1)=[O:16]. The yield is 0.930.